This data is from Full USPTO retrosynthesis dataset with 1.9M reactions from patents (1976-2016). The task is: Predict the reactants needed to synthesize the given product. (1) The reactants are: [OH-].[Na+].[CH:3]1([C:6]2[C:7]([CH2:22][N:23]3[CH2:26][C:25]4([CH2:30][C:29]([N:31]5[CH2:36][CH2:35][C:34]([CH3:42])([C:37]([O:39]CC)=[O:38])[CH2:33][CH2:32]5)=[N:28][O:27]4)[CH2:24]3)=[CH:8][C:9](OCC)=[C:10]([C:12]3[CH:17]=[CH:16][C:15]([F:18])=[CH:14][CH:13]=3)[CH:11]=2)[CH2:5][CH2:4]1.Cl.[CH2:44]([OH:46])[CH3:45]. Given the product [CH:3]1([C:6]2([O:46][CH2:44][CH3:45])[CH:11]=[C:10]([C:12]3[CH:13]=[CH:14][C:15]([F:18])=[CH:16][CH:17]=3)[CH:9]=[CH:8][CH:7]2[CH2:22][N:23]2[CH2:24][C:25]3([CH2:30][C:29]([N:31]4[CH2:32][CH2:33][C:34]([CH3:42])([C:37]([OH:39])=[O:38])[CH2:35][CH2:36]4)=[N:28][O:27]3)[CH2:26]2)[CH2:4][CH2:5]1, predict the reactants needed to synthesize it. (2) Given the product [Cl:1][C:2]1[CH:11]=[C:10]([CH:12]([NH2:33])[CH3:13])[C:9]([N:15]2[CH2:20][CH2:19][CH:18]([C:21]3[CH:26]=[CH:25][CH:24]=[CH:23][CH:22]=3)[CH2:17][CH2:16]2)=[C:8]2[C:3]=1[CH:4]=[CH:5][CH:6]=[N:7]2, predict the reactants needed to synthesize it. The reactants are: [Cl:1][C:2]1[CH:11]=[C:10]([C:12](=O)[CH3:13])[C:9]([N:15]2[CH2:20][CH2:19][CH:18]([C:21]3[CH:26]=[CH:25][CH:24]=[CH:23][CH:22]=3)[CH2:17][CH2:16]2)=[C:8]2[C:3]=1[CH:4]=[CH:5][CH:6]=[N:7]2.C([O-])(=O)C.[NH4+].C([BH3-])#[N:33].[Na+].O1CCCC1. (3) The reactants are: [OH:1][C:2]1[CH:7]=[CH:6][N:5]([CH2:8][CH2:9][C:10]2[CH:15]=[CH:14][C:13]([CH2:16][OH:17])=[CH:12][CH:11]=2)[C:4](=[O:18])[CH:3]=1.Br[CH2:20][C:21]1[CH:22]=[N:23][CH:24]=[CH:25][CH:26]=1.C(=O)([O-])[O-].[K+].[K+]. Given the product [OH:17][CH2:16][C:13]1[CH:14]=[CH:15][C:10]([CH2:9][CH2:8][N:5]2[CH:6]=[CH:7][C:2]([O:1][CH2:20][C:21]3[CH:22]=[N:23][CH:24]=[CH:25][CH:26]=3)=[CH:3][C:4]2=[O:18])=[CH:11][CH:12]=1, predict the reactants needed to synthesize it. (4) The reactants are: [NH2:1][C:2]1[N:6]([CH3:7])[C:5](=[O:8])[C:4]([C:15]2[CH:20]=[CH:19][CH:18]=[C:17](Br)[CH:16]=2)([C:9]2[CH:14]=[CH:13][CH:12]=[CH:11][CH:10]=2)[N:3]=1.CC1(C)C(C)(C)OB([C:30]2[CH:31]=[C:32]([OH:36])[CH:33]=[CH:34][CH:35]=2)O1. Given the product [NH2:1][C:2]1[N:6]([CH3:7])[C:5](=[O:8])[C:4]([C:15]2[CH:16]=[C:17]([C:30]3[CH:35]=[CH:34][CH:33]=[C:32]([OH:36])[CH:31]=3)[CH:18]=[CH:19][CH:20]=2)([C:9]2[CH:14]=[CH:13][CH:12]=[CH:11][CH:10]=2)[N:3]=1, predict the reactants needed to synthesize it.